Task: Regression. Given two drug SMILES strings and cell line genomic features, predict the synergy score measuring deviation from expected non-interaction effect.. Dataset: NCI-60 drug combinations with 297,098 pairs across 59 cell lines Drug 1: CC(CN1CC(=O)NC(=O)C1)N2CC(=O)NC(=O)C2. Drug 2: CC1=C(C(CCC1)(C)C)C=CC(=CC=CC(=CC(=O)O)C)C. Cell line: SK-MEL-2. Synergy scores: CSS=27.5, Synergy_ZIP=-3.41, Synergy_Bliss=2.98, Synergy_Loewe=1.85, Synergy_HSA=2.04.